From a dataset of Peptide-MHC class II binding affinity with 134,281 pairs from IEDB. Regression. Given a peptide amino acid sequence and an MHC pseudo amino acid sequence, predict their binding affinity value. This is MHC class II binding data. (1) The peptide sequence is SVLLVVALFAVFLGS. The MHC is DRB1_0101 with pseudo-sequence DRB1_0101. The binding affinity (normalized) is 0.212. (2) The peptide sequence is AFILDGDNLFPKM. The MHC is HLA-DQA10501-DQB10201 with pseudo-sequence HLA-DQA10501-DQB10201. The binding affinity (normalized) is 0.685. (3) The peptide sequence is NFLGPIAVGGLLMML. The MHC is HLA-DQA10102-DQB10501 with pseudo-sequence HLA-DQA10102-DQB10501. The binding affinity (normalized) is 0.640. (4) The binding affinity (normalized) is 0.454. The MHC is HLA-DQA10303-DQB10402 with pseudo-sequence HLA-DQA10303-DQB10402. The peptide sequence is WCYYAAAQKEVSGVK. (5) The peptide sequence is EKKYFAATQFEPVAA. The MHC is HLA-DQA10101-DQB10501 with pseudo-sequence HLA-DQA10101-DQB10501. The binding affinity (normalized) is 0.481. (6) The peptide sequence is KVERQWIPSVCFSTL. The MHC is HLA-DQA10102-DQB10501 with pseudo-sequence HLA-DQA10102-DQB10501. The binding affinity (normalized) is 0.391. (7) The peptide sequence is SAQNISGAGWSGMAE. The MHC is HLA-DQA10301-DQB10302 with pseudo-sequence HLA-DQA10301-DQB10302. The binding affinity (normalized) is 0.212. (8) The peptide sequence is REETQQKSNLELLRI. The MHC is DRB1_1501 with pseudo-sequence DRB1_1501. The binding affinity (normalized) is 0.151.